Dataset: Forward reaction prediction with 1.9M reactions from USPTO patents (1976-2016). Task: Predict the product of the given reaction. (1) Given the reactants [CH3:1][NH:2][CH3:3].[CH3:4][C:5]([CH3:19])([CH3:18])[C:6]#[C:7][CH2:8][O:9][CH2:10][CH:11]1[CH2:16][CH2:15][C:14](=O)[CH2:13][CH2:12]1.[C-:20]#[N:21].[K+].Cl, predict the reaction product. The product is: [CH3:1][N:2]([CH3:3])[C:14]1([C:20]#[N:21])[CH2:15][CH2:16][CH:11]([CH2:10][O:9][CH2:8][C:7]#[C:6][C:5]([CH3:19])([CH3:18])[CH3:4])[CH2:12][CH2:13]1. (2) Given the reactants [CH2:1](Cl)[CH2:2][CH3:3].[Mg].[CH:6]([Si:8](OC)([O:11][CH3:12])[O:9][CH3:10])=[CH2:7].CCCCCC, predict the reaction product. The product is: [CH2:1]([CH:7]=[CH:6][SiH:8]([O:11][CH3:12])[O:9][CH3:10])[CH2:2][CH3:3]. (3) Given the reactants [C:1]([NH:4][NH:5][C:6](=[O:12])[C:7]([O:9][CH2:10][CH3:11])=[O:8])(=O)[CH3:2].C(N(CC)CC)C, predict the reaction product. The product is: [CH3:2][C:1]1[O:12][C:6]([C:7]([O:9][CH2:10][CH3:11])=[O:8])=[N:5][N:4]=1. (4) The product is: [F:49][C:32]1[CH:33]=[C:34]([N:37]2[CH2:42][CH2:41][N:40]([C:43](=[O:48])[CH2:44][CH2:45][CH2:46][CH3:47])[CH2:39][CH2:38]2)[CH:35]=[CH:36][C:31]=1[OH:30]. Given the reactants COC1C=CC(N2CCN(CCC3C=CC=CC=3)CC2)=CC=1.C([O:30][C:31]1[CH:36]=[CH:35][C:34]([N:37]2[CH2:42][CH2:41][N:40]([C:43](=[O:48])[CH2:44][CH2:45][CH2:46][CH3:47])[CH2:39][CH2:38]2)=[CH:33][C:32]=1[F:49])C1C=CC=CC=1, predict the reaction product. (5) Given the reactants [Br:1][C:2]1[CH:7]=[CH:6][C:5]([C:8](=[N:22][O:23][CH2:24][CH3:25])[CH:9]2[CH2:14][CH2:13][N:12]([C:15]3([CH3:21])[CH2:20][CH2:19][NH:18][CH2:17][CH2:16]3)[CH2:11][CH2:10]2)=[CH:4][CH:3]=1.[N:26]1[C:35]2[C:30](=[CH:31][CH:32]=[CH:33][CH:34]=2)[CH:29]=[CH:28][C:27]=1[C:36](O)=[O:37].CCN(CC)CC.CN(C(ON1N=NC2C=CC=NC1=2)=[N+](C)C)C.F[P-](F)(F)(F)(F)F, predict the reaction product. The product is: [Br:1][C:2]1[CH:7]=[CH:6][C:5]([C:8](=[N:22][O:23][CH2:24][CH3:25])[CH:9]2[CH2:10][CH2:11][N:12]([C:15]3([CH3:21])[CH2:20][CH2:19][N:18]([C:36]([C:27]4[CH:28]=[CH:29][C:30]5[C:35](=[CH:34][CH:33]=[CH:32][CH:31]=5)[N:26]=4)=[O:37])[CH2:17][CH2:16]3)[CH2:13][CH2:14]2)=[CH:4][CH:3]=1. (6) Given the reactants C1(C)C=CC(S(O)(=O)=O)=CC=1.[C:12]1([C:18]2([C:24]([OH:26])=[O:25])[CH2:23][CH2:22][NH:21][CH2:20][CH2:19]2)[CH:17]=[CH:16][CH:15]=[CH:14][CH:13]=1.[OH-].[Na+].Cl[C:30]([O:32][CH2:33][C:34]1[CH:39]=[CH:38][CH:37]=[CH:36][CH:35]=1)=[O:31].Cl, predict the reaction product. The product is: [CH2:33]([O:32][C:30]([N:21]1[CH2:20][CH2:19][C:18]([C:12]2[CH:13]=[CH:14][CH:15]=[CH:16][CH:17]=2)([C:24]([OH:26])=[O:25])[CH2:23][CH2:22]1)=[O:31])[C:34]1[CH:39]=[CH:38][CH:37]=[CH:36][CH:35]=1. (7) Given the reactants [CH3:1][C:2]1[CH:8]=[CH:7][CH:6]=[C:5]([CH3:9])[C:3]=1[NH2:4].[C:10](OC(=O)C)(=[O:12])[CH3:11], predict the reaction product. The product is: [CH3:1][C:2]1[CH:8]=[CH:7][CH:6]=[C:5]([CH3:9])[C:3]=1[NH:4][C:10](=[O:12])[CH3:11]. (8) Given the reactants [C:1]([CH:3]([NH:9][C:10](=O)[CH2:11][CH3:12])[C:4]([O:6][CH2:7][CH3:8])=[O:5])#[N:2].COC1C=CC(P2(SP(C3C=CC(OC)=CC=3)(=S)S2)=[S:23])=CC=1, predict the reaction product. The product is: [NH2:2][C:1]1[S:23][C:10]([CH2:11][CH3:12])=[N:9][C:3]=1[C:4]([O:6][CH2:7][CH3:8])=[O:5]. (9) The product is: [O:12]1[C:9]2=[CH:10][N:11]=[C:6]([CH2:5][OH:4])[CH:7]=[C:8]2[CH:14]=[CH:13]1. Given the reactants C([O:4][CH2:5][C:6]1[CH:7]=[C:8]2[CH:14]=[CH:13][O:12][C:9]2=[CH:10][N:11]=1)(=O)C.O.[OH-].[Na+], predict the reaction product.